Dataset: Full USPTO retrosynthesis dataset with 1.9M reactions from patents (1976-2016). Task: Predict the reactants needed to synthesize the given product. (1) Given the product [OH:7][CH2:6][CH:5]([CH2:4][OH:3])[CH2:8][O:9][C:10]1[C:11]([CH3:33])=[CH:12][C:13]([CH2:14][NH:15][C:16]([C:18]2[S:25][C:24]([CH3:26])=[C:23]3[C:19]=2[CH2:20][C@H:21]2[C:27]([CH3:29])([CH3:28])[C@H:22]23)=[O:17])=[CH:30][C:31]=1[CH3:32], predict the reactants needed to synthesize it. The reactants are: CC1(C)[O:7][CH2:6][CH:5]([CH2:8][O:9][C:10]2[C:31]([CH3:32])=[CH:30][C:13]([CH2:14][NH:15][C:16]([C:18]3[S:25][C:24]([CH3:26])=[C:23]4[C:19]=3[CH2:20][C@H:21]3[C:27]([CH3:29])([CH3:28])[C@H:22]34)=[O:17])=[CH:12][C:11]=2[CH3:33])[CH2:4][O:3]1. (2) Given the product [C:7]([O:1][CH:2]([C:7]1[C:8]([CH3:23])=[N:9][C:10]2[CH2:11][CH2:12][CH2:13][CH2:14][C:15]=2[C:16]=1[C:17]1[CH:18]=[CH:19][CH:20]=[CH:21][CH:22]=1)[C:3]([O:5][CH3:6])=[O:4])([CH3:8])([CH3:16])[CH3:2], predict the reactants needed to synthesize it. The reactants are: [OH:1][CH:2]([C:7]1[C:8]([CH3:23])=[N:9][C:10]2[CH2:11][CH2:12][CH2:13][CH2:14][C:15]=2[C:16]=1[C:17]1[CH:22]=[CH:21][CH:20]=[CH:19][CH:18]=1)[C:3]([O:5][CH3:6])=[O:4].Cl(O)(=O)(=O)=O. (3) Given the product [Cl:81][C:76]1[CH:77]=[CH:78][CH:79]=[CH:80][C:75]=1[CH2:74][C@@H:69]([NH:68][C:33]([C:6]1[CH:5]=[C:4]([CH2:1][CH2:2][CH3:3])[N:8]([CH2:9][C:10]2[CH:11]=[N:12][C:13]([C:16]3[CH:21]=[CH:20][CH:19]=[CH:18][C:17]=3[C:22]3[NH:26][N:25]=[N:24][N:23]=3)=[CH:14][CH:15]=2)[N:7]=1)=[O:37])[CH2:70][C:71]([OH:73])=[O:72], predict the reactants needed to synthesize it. The reactants are: [CH2:1]([C:4]1[N:8]([CH2:9][C:10]2[CH:11]=[N:12][C:13]([C:16]3[CH:21]=[CH:20][CH:19]=[CH:18][C:17]=3[C:22]3[NH:26][N:25]=[N:24][N:23]=3)=[CH:14][CH:15]=2)[N:7]=[C:6](C(O)=O)[CH:5]=1)[CH2:2][CH3:3].CN([C:33]([O:37]N1N=NC2C=CC=NC1=2)=[N+](C)C)C.F[P-](F)(F)(F)(F)F.CCN(C(C)C)C(C)C.CN(C=O)C.[NH2:68][C@H:69]([CH2:74][C:75]1[CH:80]=[CH:79][CH:78]=[CH:77][C:76]=1[Cl:81])[CH2:70][C:71]([OH:73])=[O:72].Cl. (4) Given the product [Cl:18][C:7]1[O:8][C:4]2[C:5](=[C:10]([C:12]([O:14][CH3:15])=[O:13])[CH:11]=[C:2]([Cl:1])[CH:3]=2)[N:6]=1, predict the reactants needed to synthesize it. The reactants are: [Cl:1][C:2]1[CH:3]=[C:4]2[O:8][C:7](=S)[NH:6][C:5]2=[C:10]([C:12]([O:14][CH3:15])=[O:13])[CH:11]=1.O=P(Cl)(Cl)[Cl:18].P(Cl)(Cl)(Cl)(Cl)Cl. (5) Given the product [NH2:7][C@H:6]([CH2:5][O:4][C:3]1[CH:12]=[C:13]([Cl:35])[C:14]([C:16]2[S:17][C:18]([C:21]3[N:22]=[C:23]4[C:28]([Cl:29])=[CH:27][C:26]([C:30]([F:32])([F:31])[F:33])=[CH:25][N:24]4[CH:34]=3)=[N:19][N:20]=2)=[CH:15][C:2]=1[Cl:1])[CH2:10][OH:9], predict the reactants needed to synthesize it. The reactants are: [Cl:1][C:2]1[CH:15]=[C:14]([C:16]2[S:17][C:18]([C:21]3[N:22]=[C:23]4[C:28]([Cl:29])=[CH:27][C:26]([C:30]([F:33])([F:32])[F:31])=[CH:25][N:24]4[CH:34]=3)=[N:19][N:20]=2)[C:13]([Cl:35])=[CH:12][C:3]=1[O:4][CH2:5][C@@H:6]1[CH2:10][O:9]C(=O)[NH:7]1. (6) Given the product [CH3:21][C:22]1[S:23][C:24]([C:28]2[C:29](=[O:39])[NH:30][C:31](=[O:38])[N:32]([CH2:34][CH2:35][CH2:36][N:11]3[CH2:12][C@H:13]4[C@:9]([C:6]5[CH:5]=[CH:4][C:3]([C:2]([F:1])([F:15])[F:16])=[CH:8][CH:7]=5)([CH2:14]4)[CH2:10]3)[CH:33]=2)=[C:25]([CH3:27])[N:26]=1, predict the reactants needed to synthesize it. The reactants are: [F:1][C:2]([F:16])([F:15])[C:3]1[CH:8]=[CH:7][C:6]([C@:9]23[CH2:14][C@H:13]2[CH2:12][NH:11][CH2:10]3)=[CH:5][CH:4]=1.CC(C)[O-].[CH3:21][C:22]1[S:23][C:24]([C:28]2[C:29](=[O:39])[NH:30][C:31](=[O:38])[N:32]([CH2:34][CH2:35][CH:36]=O)[CH:33]=2)=[C:25]([CH3:27])[N:26]=1. (7) Given the product [C:1]([O:4][C:5]1[C:6]([CH3:25])=[C:7]2[CH:23]=[CH:22][N:21]([CH3:24])[C:8]2=[N:9][C:10]=1[CH2:11][CH2:12][CH2:13][CH2:14][CH2:15][CH2:16][CH2:17][CH2:18][CH2:19][CH3:20])(=[O:3])[CH3:2], predict the reactants needed to synthesize it. The reactants are: [C:1]([O:4][C:5]1[C:6]([CH3:25])=[C:7]2[CH2:23][CH2:22][N:21]([CH3:24])[C:8]2=[N:9][C:10]=1[CH2:11][CH2:12][CH2:13][CH2:14][CH2:15][CH2:16][CH2:17][CH2:18][CH2:19][CH3:20])(=[O:3])[CH3:2]. (8) Given the product [CH2:1]([O:3][C:4]([CH:5]1[CH2:54][C:48](=[CH2:49])[CH2:53][CH:6]1[CH2:7][CH2:8][C@@H:9]1[N:14]([S:15]([C:18]2[CH:19]=[CH:20][CH:21]=[CH:22][CH:23]=2)(=[O:17])=[O:16])[CH2:13][CH2:12][N:11]([C:24]([O:26][CH2:27][C:28]2[CH:33]=[CH:32][CH:31]=[CH:30][CH:29]=2)=[O:25])[CH2:10]1)=[O:34])[CH3:2], predict the reactants needed to synthesize it. The reactants are: [CH2:1]([O:3][C:4](=[O:34])/[CH:5]=[CH:6]/[CH2:7][CH2:8][C@@H:9]1[N:14]([S:15]([C:18]2[CH:23]=[CH:22][CH:21]=[CH:20][CH:19]=2)(=[O:17])=[O:16])[CH2:13][CH2:12][N:11]([C:24]([O:26][CH2:27][C:28]2[CH:33]=[CH:32][CH:31]=[CH:30][CH:29]=2)=[O:25])[CH2:10]1)[CH3:2].P(OC(C)C)(OC(C)C)OC(C)C.[C:48]1([CH3:54])[CH:53]=CC=C[CH:49]=1. (9) Given the product [N:42]1([C:54](=[O:55])[C:53]2[N:51]([CH3:52])[CH:50]=[N:49][C:48]=2[N:46]([CH3:47])[C:44]1=[O:45])[CH3:43].[CH3:1][C:2]1[C:7]([CH3:8])=[C:6]([O:9][C:10]([CH2:12][CH2:13][C:14]([O:16][CH2:17][CH2:18][OH:19])=[O:15])=[O:11])[C:5]([CH3:20])=[C:4]2[CH2:21][CH2:22][C:23]([CH2:26][CH2:27][CH2:28][CH:29]([CH2:31][CH2:32][CH2:33][CH:34]([CH2:36][CH2:37][CH2:38][CH:39]([CH3:41])[CH3:40])[CH3:35])[CH3:30])([CH3:25])[O:24][C:3]=12, predict the reactants needed to synthesize it. The reactants are: [CH3:1][C:2]1[C:7]([CH3:8])=[C:6]([O:9][C:10]([CH2:12][CH2:13][C:14]([O:16][CH2:17][CH2:18][OH:19])=[O:15])=[O:11])[C:5]([CH3:20])=[C:4]2[CH2:21][CH2:22][C:23]([CH2:26][CH2:27][CH2:28][CH:29]([CH2:31][CH2:32][CH2:33][CH:34]([CH2:36][CH2:37][CH2:38][CH:39]([CH3:41])[CH3:40])[CH3:35])[CH3:30])([CH3:25])[O:24][C:3]=12.[N:42]1([C:54](=[O:55])[C:53]2[N:51]([CH3:52])[CH:50]=[N:49][C:48]=2[N:46]([CH3:47])[C:44]1=[O:45])[CH3:43].C(O)C.